This data is from Retrosynthesis with 50K atom-mapped reactions and 10 reaction types from USPTO. The task is: Predict the reactants needed to synthesize the given product. (1) Given the product CC(=O)c1cc(C#N)c(N2CCOCC2)nc1C, predict the reactants needed to synthesize it. The reactants are: C1COCCN1.CC(=O)c1cc(C#N)c(Cl)nc1C. (2) Given the product COCCNC(=O)c1c(O)c2ncc(Cc3ccc(F)cc3)cc2n(CCN2CCCCC2=O)c1=O, predict the reactants needed to synthesize it. The reactants are: CCOC(=O)c1c(O)c2ncc(Cc3ccc(F)cc3)cc2n(CCN2CCCCC2=O)c1=O.COCCN. (3) Given the product CN1C(=O)C(NC(=O)[C@@H](NC(=O)Cc2cc(F)cc(F)c2)C(C)(C)C)N=C(c2ccccc2)c2ccccc21, predict the reactants needed to synthesize it. The reactants are: CN1C(=O)C(NC(=O)[C@@H](N)C(C)(C)C)N=C(c2ccccc2)c2ccccc21.O=C(O)Cc1cc(F)cc(F)c1.